Dataset: Full USPTO retrosynthesis dataset with 1.9M reactions from patents (1976-2016). Task: Predict the reactants needed to synthesize the given product. (1) Given the product [OH-:13].[CH3:2][N+:3]1([CH3:12])[CH2:8][CH2:7][CH2:6][CH2:5][CH:4]1[CH:9]([CH3:10])[CH3:11], predict the reactants needed to synthesize it. The reactants are: [I-].[CH3:2][N+:3]1([CH3:12])[CH2:8][CH2:7][CH2:6][CH2:5][CH:4]1[CH:9]([CH3:11])[CH3:10].[OH-:13]. (2) Given the product [F:1][C:2]1[CH:3]=[C:4]([C:12]2[CH:17]=[C:16]([C:18]([F:20])([F:21])[F:19])[N:15]3[N:22]=[CH:23][C:24]([C:25]4[O:27][N:37]=[C:35]([C:32]5[CH:31]=[N:30][C:29]([NH2:28])=[N:34][CH:33]=5)[N:36]=4)=[C:14]3[N:13]=2)[CH:5]=[CH:6][C:7]=1[C:8]([F:11])([F:10])[F:9], predict the reactants needed to synthesize it. The reactants are: [F:1][C:2]1[CH:3]=[C:4]([C:12]2[CH:17]=[C:16]([C:18]([F:21])([F:20])[F:19])[N:15]3[N:22]=[CH:23][C:24]([C:25]([OH:27])=O)=[C:14]3[N:13]=2)[CH:5]=[CH:6][C:7]=1[C:8]([F:11])([F:10])[F:9].[NH2:28][C:29]1[N:34]=[CH:33][C:32]([C:35]([NH:37]O)=[NH:36])=[CH:31][N:30]=1. (3) Given the product [CH3:31][C:26]1[CH:27]=[CH:28][CH:29]=[CH:30][C:25]=1[C:23]([C:20]1[S:19][C:18]([NH:17][CH2:16][CH2:15][CH2:14][NH:13][S:7]([NH:10][C:1]([CH3:4])([CH3:3])[CH3:2])(=[O:9])=[O:8])=[N:22][CH:21]=1)=[O:24], predict the reactants needed to synthesize it. The reactants are: [C:1](O)([CH3:4])([CH3:3])[CH3:2].Cl[S:7]([N:10]=C=O)(=[O:9])=[O:8].[NH2:13][CH2:14][CH2:15][CH2:16][NH:17][C:18]1[S:19][C:20]([C:23]([C:25]2[CH:30]=[CH:29][CH:28]=[CH:27][C:26]=2[CH3:31])=[O:24])=[CH:21][N:22]=1.C(N(CC)CC)C. (4) Given the product [CH2:8]([NH:15][C:21]1[CH:20]=[C:19]([CH2:27][CH2:28][CH2:29][CH2:30][CH3:31])[N:18]=[C:17]([Cl:16])[C:22]=1[N+:23]([O-:25])=[O:24])[C:9]1[CH:14]=[CH:13][CH:12]=[CH:11][CH:10]=1, predict the reactants needed to synthesize it. The reactants are: C(N(CC)CC)C.[CH2:8]([NH2:15])[C:9]1[CH:14]=[CH:13][CH:12]=[CH:11][CH:10]=1.[Cl:16][C:17]1[C:22]([N+:23]([O-:25])=[O:24])=[C:21](Cl)[CH:20]=[C:19]([CH2:27][CH2:28][CH2:29][CH2:30][CH3:31])[N:18]=1.